Task: Regression. Given two drug SMILES strings and cell line genomic features, predict the synergy score measuring deviation from expected non-interaction effect.. Dataset: NCI-60 drug combinations with 297,098 pairs across 59 cell lines (1) Drug 1: CN(CC1=CN=C2C(=N1)C(=NC(=N2)N)N)C3=CC=C(C=C3)C(=O)NC(CCC(=O)O)C(=O)O. Drug 2: C1CCC(C(C1)N)N.C(=O)(C(=O)[O-])[O-].[Pt+4]. Cell line: HOP-62. Synergy scores: CSS=35.9, Synergy_ZIP=-8.75, Synergy_Bliss=-8.13, Synergy_Loewe=-27.0, Synergy_HSA=-2.53. (2) Drug 1: CCC1(CC2CC(C3=C(CCN(C2)C1)C4=CC=CC=C4N3)(C5=C(C=C6C(=C5)C78CCN9C7C(C=CC9)(C(C(C8N6C=O)(C(=O)OC)O)OC(=O)C)CC)OC)C(=O)OC)O.OS(=O)(=O)O. Drug 2: C1=CC=C(C=C1)NC(=O)CCCCCCC(=O)NO. Cell line: KM12. Synergy scores: CSS=17.9, Synergy_ZIP=-7.24, Synergy_Bliss=-0.265, Synergy_Loewe=-8.52, Synergy_HSA=-1.27. (3) Drug 1: CC=C1C(=O)NC(C(=O)OC2CC(=O)NC(C(=O)NC(CSSCCC=C2)C(=O)N1)C(C)C)C(C)C. Drug 2: CC12CCC3C(C1CCC2OP(=O)(O)O)CCC4=C3C=CC(=C4)OC(=O)N(CCCl)CCCl.[Na+]. Cell line: SK-MEL-28. Synergy scores: CSS=44.5, Synergy_ZIP=-5.28, Synergy_Bliss=-5.97, Synergy_Loewe=-15.2, Synergy_HSA=-2.96. (4) Drug 1: CC1=C(C=C(C=C1)NC(=O)C2=CC=C(C=C2)CN3CCN(CC3)C)NC4=NC=CC(=N4)C5=CN=CC=C5. Drug 2: CC=C1C(=O)NC(C(=O)OC2CC(=O)NC(C(=O)NC(CSSCCC=C2)C(=O)N1)C(C)C)C(C)C. Cell line: T-47D. Synergy scores: CSS=22.8, Synergy_ZIP=-8.49, Synergy_Bliss=-8.39, Synergy_Loewe=-32.7, Synergy_HSA=-8.59. (5) Drug 1: C1=CC(=CC=C1C#N)C(C2=CC=C(C=C2)C#N)N3C=NC=N3. Drug 2: C1C(C(OC1N2C=NC(=NC2=O)N)CO)O. Cell line: OVCAR3. Synergy scores: CSS=-22.5, Synergy_ZIP=4.54, Synergy_Bliss=-8.10, Synergy_Loewe=-36.7, Synergy_HSA=-33.3. (6) Drug 1: C1CCN(CC1)CCOC2=CC=C(C=C2)C(=O)C3=C(SC4=C3C=CC(=C4)O)C5=CC=C(C=C5)O. Drug 2: CS(=O)(=O)CCNCC1=CC=C(O1)C2=CC3=C(C=C2)N=CN=C3NC4=CC(=C(C=C4)OCC5=CC(=CC=C5)F)Cl. Cell line: SK-MEL-5. Synergy scores: CSS=-9.18, Synergy_ZIP=9.03, Synergy_Bliss=7.06, Synergy_Loewe=-5.83, Synergy_HSA=-5.06.